Dataset: Catalyst prediction with 721,799 reactions and 888 catalyst types from USPTO. Task: Predict which catalyst facilitates the given reaction. (1) Product: [CH3:11][C:9]1[CH:8]=[C:4]([CH:3]=[C:2]([N:12]2[CH2:16][CH2:15][CH2:14][CH2:13]2)[N:10]=1)[C:5]([OH:7])=[O:6]. Reactant: Cl[C:2]1[CH:3]=[C:4]([CH:8]=[C:9]([CH3:11])[N:10]=1)[C:5]([OH:7])=[O:6].[NH:12]1[CH2:16][CH2:15][CH2:14][CH2:13]1. The catalyst class is: 74. (2) Reactant: [CH2:1]([O:8][C@@H:9]1[C@@H:14]([O:15][CH2:16][C:17]2[CH:22]=[CH:21][CH:20]=[CH:19][CH:18]=2)[C@@H:13]([O:23][CH2:24][C:25]2[CH:30]=[CH:29][CH:28]=[CH:27][CH:26]=2)[C@@H:12]([CH2:31][O:32][CH2:33][C:34]2[CH:39]=[CH:38][CH:37]=[CH:36][CH:35]=2)[O:11][C@@:10]21[C:51]1[S:50][C:49]3[C:44](=[CH:45][CH:46]=[CH:47][C:48]=3[CH2:52]Cl)[C:43]=1[CH2:42][CH2:41][O:40]2)[C:2]1[CH:7]=[CH:6][CH:5]=[CH:4][CH:3]=1.[CH2:54]([C:56]1[CH:61]=[CH:60][C:59](B(O)O)=[CH:58][CH:57]=1)[CH3:55].P([O-])([O-])([O-])=O.[K+].[K+].[K+].C1(P(C2C=CC=CC=2)C2C=CC=CC=2)C=CC=CC=1.C1(C)C=CC=CC=1. Product: [CH2:1]([O:8][C@@H:9]1[C@@H:14]([O:15][CH2:16][C:17]2[CH:22]=[CH:21][CH:20]=[CH:19][CH:18]=2)[C@@H:13]([O:23][CH2:24][C:25]2[CH:30]=[CH:29][CH:28]=[CH:27][CH:26]=2)[C@@H:12]([CH2:31][O:32][CH2:33][C:34]2[CH:39]=[CH:38][CH:37]=[CH:36][CH:35]=2)[O:11][C@@:10]21[C:51]1[S:50][C:49]3[C:44](=[CH:45][CH:46]=[CH:47][C:48]=3[CH2:52][C:59]3[CH:60]=[CH:61][C:56]([CH2:54][CH3:55])=[CH:57][CH:58]=3)[C:43]=1[CH2:42][CH2:41][O:40]2)[C:2]1[CH:7]=[CH:6][CH:5]=[CH:4][CH:3]=1. The catalyst class is: 167. (3) Reactant: C([O:3][C:4](=[O:36])[C:5]1[CH:10]=[CH:9][C:8]([N:11]2[CH2:17][CH2:16][CH2:15][CH:14]([O:18][CH2:19][C:20]3[C:21]([C:28]4[C:33]([Cl:34])=[CH:32][CH:31]=[CH:30][C:29]=4[Cl:35])=[N:22][O:23][C:24]=3[CH:25]3[CH2:27][CH2:26]3)[CH2:13][CH2:12]2)=[CH:7][CH:6]=1)C.[OH-].[K+].Cl. Product: [CH:25]1([C:24]2[O:23][N:22]=[C:21]([C:28]3[C:29]([Cl:35])=[CH:30][CH:31]=[CH:32][C:33]=3[Cl:34])[C:20]=2[CH2:19][O:18][CH:14]2[CH2:15][CH2:16][CH2:17][N:11]([C:8]3[CH:7]=[CH:6][C:5]([C:4]([OH:36])=[O:3])=[CH:10][CH:9]=3)[CH2:12][CH2:13]2)[CH2:27][CH2:26]1. The catalyst class is: 199.